From a dataset of TCR-epitope binding with 47,182 pairs between 192 epitopes and 23,139 TCRs. Binary Classification. Given a T-cell receptor sequence (or CDR3 region) and an epitope sequence, predict whether binding occurs between them. (1) The epitope is KLNVGDYFV. The TCR CDR3 sequence is CASSQAVGVPFTDTQYF. Result: 1 (the TCR binds to the epitope). (2) The epitope is ATDALMTGY. The TCR CDR3 sequence is CASSDGTANNQPQHF. Result: 1 (the TCR binds to the epitope).